The task is: Regression. Given a peptide amino acid sequence and an MHC pseudo amino acid sequence, predict their binding affinity value. This is MHC class I binding data.. This data is from Peptide-MHC class I binding affinity with 185,985 pairs from IEDB/IMGT. (1) The peptide sequence is LVGLWGAAAL. The MHC is HLA-A02:02 with pseudo-sequence HLA-A02:02. The binding affinity (normalized) is 0.584. (2) The peptide sequence is TSPGEIKPK. The MHC is HLA-A33:01 with pseudo-sequence HLA-A33:01. The binding affinity (normalized) is 0. (3) The peptide sequence is AYSPFAFKK. The MHC is HLA-B08:01 with pseudo-sequence HLA-B08:01. The binding affinity (normalized) is 0.0847.